This data is from Full USPTO retrosynthesis dataset with 1.9M reactions from patents (1976-2016). The task is: Predict the reactants needed to synthesize the given product. The reactants are: [NH2:1][C:2]1[CH:7]=[CH:6][C:5]([C:8]2[C:21]([C:22]3[CH:27]=[CH:26][N:25]=[C:24]([NH:28][CH2:29][CH2:30][CH2:31][CH3:32])[N:23]=3)=[C:11]3[CH:12]=[CH:13][CH:14]=[C:15]([NH:16][CH2:17][CH2:18][CH2:19][CH3:20])[N:10]3[N:9]=2)=[CH:4][CH:3]=1.[C:33]1(=O)[CH2:38][CH2:37][CH2:36][CH2:35][CH2:34]1.C(O)(=O)C.C(O[BH-](OC(=O)C)OC(=O)C)(=O)C.[Na+].C(=O)(O)[O-].[Na+]. Given the product [CH2:17]([NH:16][C:15]1[N:10]2[N:9]=[C:8]([C:5]3[CH:4]=[CH:3][C:2]([NH:1][CH:33]4[CH2:38][CH2:37][CH2:36][CH2:35][CH2:34]4)=[CH:7][CH:6]=3)[C:21]([C:22]3[CH:27]=[CH:26][N:25]=[C:24]([NH:28][CH2:29][CH2:30][CH2:31][CH3:32])[N:23]=3)=[C:11]2[CH:12]=[CH:13][CH:14]=1)[CH2:18][CH2:19][CH3:20], predict the reactants needed to synthesize it.